The task is: Binary Classification. Given a miRNA mature sequence and a target amino acid sequence, predict their likelihood of interaction.. This data is from Experimentally validated miRNA-target interactions with 360,000+ pairs, plus equal number of negative samples. (1) The miRNA is hsa-miR-6814-5p with sequence UCCCAAGGGUGAGAUGCUGCCA. The protein sequence of the target gene is MSARATRPRSRRGRHAPPGELDPVAESSEEVEAASGSSKPSFAPPPVSSGLEQLGPMEEVSGQGLGSRTDKKMDGGSGRELASAPEVPHKPAVEAHQAPEAALQYKETVPPGNGAPDVFQTLQHTLSSLEAAAAAWRHQPPSHSGPMEFEGTSEGGAGSLGKQEGAGSCQREAARLAERNAWLRLALSSREDELVRTQASLEAIRAEKETLQKEVQELQDSLLRLEPCPHLSHNQAGGSGSGSSSSEADREPWETQDSFSLAHPLLRRLRSHSSTQILGSLPNQPLSPEMHIMEAQMEQL.... Result: 1 (interaction). (2) The miRNA is mmu-miR-182-5p with sequence UUUGGCAAUGGUAGAACUCACACCG. The protein sequence of the target gene is MKKDGSSGSFGIKASPGSLSRAVSWINFSSLSRQTKRLFRSDGELSVCGHQVEADDENWIYRTQPRKAVSNLDEESRWTVHYTAPWHQQENVFLPATRPPCVEDLHRQAKLNLKSVLRECDKLRQDGCRSSQYYSQGPTFAAGSSPCDDYQDEDTEADRKCSLSSSEEERFIGIRRPKTPTSGDFSDLHTQTNWTKSLPLPTPEEKTRQQAQTVQADVVPINITASATGQDDDGSAHSLYVPDHYSTLGRLDSYRSTGQCLETRDTSCQTEDVKVIPPSMRRIRAHKGVGVAAQMSHLSG.... Result: 0 (no interaction). (3) The miRNA is hsa-miR-4789-5p with sequence GUAUACACCUGAUAUGUGUAUG. The protein sequence of the target gene is MASPPESDGFSDVRKVGYLRKPKSMHKRFFVLRAASEAGGPARLEYYENEKKWRHKSSAPKRSIPLESCFNINKRADSKNKHLVALYTRDEHFAIAADSEAEQDSWYQALLQLHNRAKGHHDGAAALGAGGGGGSCSGSSGLGEAGEDLSYGDVPPGPAFKEVWQVILKPKGLGQTKNLIGIYRLCLTSKTISFVKLNSEAAAVVLQLMNIRRCGHSENFFFIEVGRSAVTGPGEFWMQVDDSVVAQNMHETILEAMRAMSDEFRPRSKSQSSSNCSNPISVPLRRHHLNNPPPSQVGLT.... Result: 1 (interaction). (4) The miRNA is hsa-miR-17-5p with sequence CAAAGUGCUUACAGUGCAGGUAG. The protein sequence of the target gene is MEEAGAAVVTAGEAELNWSRLSVSTETLESELEARGEERRGAREALLRLLLPHNRLVSLPRALGSGFPHLQLLDVSGNALTALGPELLALRGLRTLLAKNNRLGGPSALPKGLAQSPLCRSLQVLNLSGNCFQEVPASLLELRALQTLSLGGNQLQSIPAEIENLQSLECLYLGGNFIKEIPPELGNLPSLNYLVLCDNKIQSIPPQLSQLHSLRSLSLHNNLLTYLPREILNLIHLEELSLRGNPLVVRFVRDLTYDPPTLLELAARTIKIRNISYTPYDLPGNLLRYLGSASNCPNPK.... Result: 1 (interaction). (5) The protein sequence of the target gene is MWDLVLSIALSVGCTGAVPLIQSRIVGGWECEKHSQPWQVAVYSHGWAHCGGVLVHPQWVLTAAHCLKKNSQVWLGRHNLFEPEDTGQRVPVSHSFPHPLYNMSLLKHQSLRPDEDSSHDLMLLRLSEPAKITDVVKVLGLPTQEPALGTTCYASGWGSIEPEEFLRPRSLQCVSLHLLSNDMCARAYSEKVTEFMLCAGLWTGGKDTCGGDSGGPLVCNGVLQGITSWGPEPCALPEKPAVYTKVVHYRKWIKDTIAANP. The miRNA is hsa-miR-544a with sequence AUUCUGCAUUUUUAGCAAGUUC. Result: 1 (interaction). (6) The miRNA is hsa-miR-4781-5p with sequence UAGCGGGGAUUCCAAUAUUGG. The protein sequence of the target gene is MLPPMALPSVSWMLLSCLMLLSQVQGEEPQRELPSARIRCPKGSKAYGSHCYALFLSPKSWTDADLACQKRPSGNLVSVLSGAEGSFVSSLVKSIGNSYSYVWIGLHDPTQGTEPNGEGWEWSSSDVMNYFAWERNPSTISSPGHCASLSRSTAFLRWKDYNCNVRLPYVCKFTD. Result: 1 (interaction).